From a dataset of Peptide-MHC class I binding affinity with 185,985 pairs from IEDB/IMGT. Regression. Given a peptide amino acid sequence and an MHC pseudo amino acid sequence, predict their binding affinity value. This is MHC class I binding data. (1) The peptide sequence is TVEGIGHHY. The MHC is HLA-A29:02 with pseudo-sequence HLA-A29:02. The binding affinity (normalized) is 0.669. (2) The peptide sequence is TPLISFFGLF. The MHC is HLA-B35:01 with pseudo-sequence HLA-B35:01. The binding affinity (normalized) is 0.443. (3) The peptide sequence is MHEDIISLW. The binding affinity (normalized) is 0.141. The MHC is HLA-B54:01 with pseudo-sequence HLA-B54:01. (4) The peptide sequence is LIFRGPNVV. The MHC is HLA-A23:01 with pseudo-sequence HLA-A23:01. The binding affinity (normalized) is 0.108. (5) The peptide sequence is LSEEANWAF. The MHC is HLA-A03:01 with pseudo-sequence HLA-A03:01. The binding affinity (normalized) is 0.0847. (6) The peptide sequence is DTVLEEMNL. The MHC is HLA-A68:02 with pseudo-sequence HLA-A68:02. The binding affinity (normalized) is 0.